Dataset: NCI-60 drug combinations with 297,098 pairs across 59 cell lines. Task: Regression. Given two drug SMILES strings and cell line genomic features, predict the synergy score measuring deviation from expected non-interaction effect. (1) Drug 1: CC1C(C(=O)NC(C(=O)N2CCCC2C(=O)N(CC(=O)N(C(C(=O)O1)C(C)C)C)C)C(C)C)NC(=O)C3=C4C(=C(C=C3)C)OC5=C(C(=O)C(=C(C5=N4)C(=O)NC6C(OC(=O)C(N(C(=O)CN(C(=O)C7CCCN7C(=O)C(NC6=O)C(C)C)C)C)C(C)C)C)N)C. Drug 2: CCC1(CC2CC(C3=C(CCN(C2)C1)C4=CC=CC=C4N3)(C5=C(C=C6C(=C5)C78CCN9C7C(C=CC9)(C(C(C8N6C=O)(C(=O)OC)O)OC(=O)C)CC)OC)C(=O)OC)O.OS(=O)(=O)O. Cell line: M14. Synergy scores: CSS=21.7, Synergy_ZIP=-9.22, Synergy_Bliss=-4.32, Synergy_Loewe=-13.4, Synergy_HSA=-3.09. (2) Drug 1: CC1=C(C=C(C=C1)NC(=O)C2=CC=C(C=C2)CN3CCN(CC3)C)NC4=NC=CC(=N4)C5=CN=CC=C5. Drug 2: CCCCCOC(=O)NC1=NC(=O)N(C=C1F)C2C(C(C(O2)C)O)O. Cell line: DU-145. Synergy scores: CSS=-5.99, Synergy_ZIP=4.06, Synergy_Bliss=-1.17, Synergy_Loewe=-11.6, Synergy_HSA=-9.70. (3) Drug 1: CC1=C2C(C(=O)C3(C(CC4C(C3C(C(C2(C)C)(CC1OC(=O)C(C(C5=CC=CC=C5)NC(=O)OC(C)(C)C)O)O)OC(=O)C6=CC=CC=C6)(CO4)OC(=O)C)OC)C)OC. Drug 2: C1=CC(=CC=C1C#N)C(C2=CC=C(C=C2)C#N)N3C=NC=N3. Cell line: SK-MEL-5. Synergy scores: CSS=41.3, Synergy_ZIP=5.64, Synergy_Bliss=3.28, Synergy_Loewe=-25.1, Synergy_HSA=1.45. (4) Drug 1: CC1=C(C=C(C=C1)NC(=O)C2=CC=C(C=C2)CN3CCN(CC3)C)NC4=NC=CC(=N4)C5=CN=CC=C5. Drug 2: C1=CC=C(C(=C1)C(C2=CC=C(C=C2)Cl)C(Cl)Cl)Cl. Cell line: EKVX. Synergy scores: CSS=-3.99, Synergy_ZIP=1.44, Synergy_Bliss=0.0784, Synergy_Loewe=-3.93, Synergy_HSA=-3.98. (5) Drug 1: CCC1=CC2CC(C3=C(CN(C2)C1)C4=CC=CC=C4N3)(C5=C(C=C6C(=C5)C78CCN9C7C(C=CC9)(C(C(C8N6C)(C(=O)OC)O)OC(=O)C)CC)OC)C(=O)OC.C(C(C(=O)O)O)(C(=O)O)O. Drug 2: CN(CCCl)CCCl.Cl. Cell line: M14. Synergy scores: CSS=13.3, Synergy_ZIP=0.313, Synergy_Bliss=0.443, Synergy_Loewe=-34.9, Synergy_HSA=-1.90. (6) Drug 1: C1=NC(=NC(=O)N1C2C(C(C(O2)CO)O)O)N. Drug 2: COC1=C2C(=CC3=C1OC=C3)C=CC(=O)O2. Cell line: A498. Synergy scores: CSS=7.72, Synergy_ZIP=-1.67, Synergy_Bliss=5.24, Synergy_Loewe=1.48, Synergy_HSA=2.80. (7) Drug 1: C1=CN(C(=O)N=C1N)C2C(C(C(O2)CO)O)O.Cl. Drug 2: CC12CCC3C(C1CCC2OP(=O)(O)O)CCC4=C3C=CC(=C4)OC(=O)N(CCCl)CCCl.[Na+]. Cell line: DU-145. Synergy scores: CSS=42.2, Synergy_ZIP=-3.02, Synergy_Bliss=-3.07, Synergy_Loewe=-43.1, Synergy_HSA=-0.581.